This data is from Reaction yield outcomes from USPTO patents with 853,638 reactions. The task is: Predict the reaction yield, written as a fraction of the theoretical maximum amount of product (1.0 means a 100% yield; for example, 0.34 means a 34% yield). (1) The reactants are I[C:2]1[CH:7]=[CH:6][CH:5]=[CH:4][N:3]=1.[CH2:8]([C:12]1[N:16]([CH3:17])[C:15]2[CH:18]=[CH:19][CH:20]=[CH:21][C:14]=2[N:13]=1)[CH2:9][C:10]#[CH:11]. No catalyst specified. The product is [CH3:17][N:16]1[C:15]2[CH:18]=[CH:19][CH:20]=[CH:21][C:14]=2[N:13]=[C:12]1[CH2:8][CH2:9][C:10]#[C:11][C:2]1[CH:7]=[CH:6][CH:5]=[CH:4][N:3]=1. The yield is 0.310. (2) The reactants are Cl.C([C:9]1[S:13][C:12]([N+:14]([O-:16])=[O:15])=[C:11]([S:17]([NH2:20])(=[O:19])=[O:18])[C:10]=1[CH2:21][NH:22][S:23]([CH3:26])(=[O:25])=[O:24])(OC(C)(C)C)=O. The catalyst is O1CCOCC1. The product is [CH3:26][S:23]([NH:22][CH2:21][C:10]1[C:11]([S:17]([NH2:20])(=[O:19])=[O:18])=[C:12]([N+:14]([O-:16])=[O:15])[S:13][CH:9]=1)(=[O:24])=[O:25]. The yield is 0.880.